This data is from Reaction yield outcomes from USPTO patents with 853,638 reactions. The task is: Predict the reaction yield, written as a fraction of the theoretical maximum amount of product (1.0 means a 100% yield; for example, 0.34 means a 34% yield). (1) The reactants are [C:1]([C:4]1[S:8][C:7]([NH2:9])=[N:6][C:5]=1[CH3:10])(=[O:3])[CH3:2].N1C=CC=CC=1.[C:17](Cl)(=[O:19])[CH3:18]. The catalyst is C1COCC1.C(Cl)Cl. The product is [C:1]([C:4]1[S:8][C:7]([NH:9][C:17](=[O:19])[CH3:18])=[N:6][C:5]=1[CH3:10])(=[O:3])[CH3:2]. The yield is 0.836. (2) The product is [CH3:1][O:2][C:3](=[O:24])[C:4]1[CH:9]=[C:8]([N:10]2[C:11]([CH:12]([CH3:14])[CH3:13])=[N:27][N:26]=[N:25]2)[CH:7]=[C:6]([C:16]2[CH:21]=[CH:20][C:19]([CH3:22])=[CH:18][N:17]=2)[C:5]=1[F:23]. The yield is 0.830. The reactants are [CH3:1][O:2][C:3](=[O:24])[C:4]1[CH:9]=[C:8]([NH:10][C:11](=O)[CH:12]([CH3:14])[CH3:13])[CH:7]=[C:6]([C:16]2[CH:21]=[CH:20][C:19]([CH3:22])=[CH:18][N:17]=2)[C:5]=1[F:23].[N-:25]=[N+:26]=[N-:27].[Na+].[Si](Cl)(Cl)(Cl)Cl. The catalyst is C(#N)C. (3) The reactants are C([N-]C(C)C)(C)C.[Li+].[CH3:9][O:10][C:11](=[O:20])[CH2:12][C:13]1[CH:18]=[CH:17][C:16]([Br:19])=[CH:15][CH:14]=1.I[CH2:22][CH:23]1[CH2:27][CH2:26][CH2:25][CH2:24]1. The catalyst is O1CCCC1.CN1CCCN(C)C1=O.CN1CCCN(C)C1=O. The product is [CH3:9][O:10][C:11](=[O:20])[CH:12]([C:13]1[CH:18]=[CH:17][C:16]([Br:19])=[CH:15][CH:14]=1)[CH2:22][CH:23]1[CH2:27][CH2:26][CH2:25][CH2:24]1. The yield is 0.793. (4) The reactants are [Cl:1][C:2]1[CH:10]=[C:9]2[C:5]([CH:6]=[C:7]([C:13](=[O:30])[NH:14][CH:15]([C:20]3[CH:25]=[CH:24][CH:23]=[C:22]([C:26]([F:29])([F:28])[F:27])[CH:21]=3)[C:16]([F:19])([F:18])[F:17])[N:8]2[CH2:11][CH3:12])=[CH:4][C:3]=1[C:31]([O:33]CC)=[O:32].B(Br)(Br)Br.O. The catalyst is ClCCl. The product is [Cl:1][C:2]1[CH:10]=[C:9]2[C:5]([CH:6]=[C:7]([C:13](=[O:30])[NH:14][CH:15]([C:20]3[CH:25]=[CH:24][CH:23]=[C:22]([C:26]([F:29])([F:28])[F:27])[CH:21]=3)[C:16]([F:17])([F:18])[F:19])[N:8]2[CH2:11][CH3:12])=[CH:4][C:3]=1[C:31]([OH:33])=[O:32]. The yield is 0.710. (5) The reactants are [CH:1]1([O:5][CH2:6][C:7]2[C:15]3[C:14](=[O:16])[N:13]([CH2:17][O:18][CH2:19][CH2:20][Si:21]([CH3:24])([CH3:23])[CH3:22])[N:12]=[CH:11][C:10]=3[N:9](COCC[Si](C)(C)C)[C:8]=2[C:33]2[CH:38]=[CH:37][C:36]([O:39][CH:40]([F:42])[F:41])=[C:35]([O:43][CH:44]3[CH2:46][CH2:45]3)[CH:34]=2)[CH2:4][CH2:3][CH2:2]1.C1(OC2C=C(C3N(COCC[Si](C)(C)C)C4C=NN(COCC[Si](C)(C)C)C(=O)C=4C=3C)C=CC=2OC(F)F)CC1. No catalyst specified. The product is [CH:1]1([O:5][CH2:6][C:7]2[C:15]3[C:14](=[O:16])[N:13]([CH2:17][O:18][CH2:19][CH2:20][Si:21]([CH3:24])([CH3:22])[CH3:23])[N:12]=[CH:11][C:10]=3[NH:9][C:8]=2[C:33]2[CH:38]=[CH:37][C:36]([O:39][CH:40]([F:41])[F:42])=[C:35]([O:43][CH:44]3[CH2:46][CH2:45]3)[CH:34]=2)[CH2:4][CH2:3][CH2:2]1. The yield is 0.970. (6) The yield is 0.622. The reactants are C(Cl)(=O)C(Cl)=O.CS(C)=O.[C:11]([N:18]1[CH2:23][CH2:22][C:21]([CH2:26][CH3:27])([CH2:24][OH:25])[CH2:20][CH2:19]1)([O:13][C:14]([CH3:17])([CH3:16])[CH3:15])=[O:12].C(N(CC)CC)C. The product is [C:11]([N:18]1[CH2:23][CH2:22][C:21]([CH2:26][CH3:27])([CH:24]=[O:25])[CH2:20][CH2:19]1)([O:13][C:14]([CH3:17])([CH3:16])[CH3:15])=[O:12]. The catalyst is ClCCl. (7) The reactants are Br[C:2]1[C:3]([O:16][CH2:17][CH2:18][CH3:19])=[C:4]2[C:9](=[CH:10][CH:11]=1)[N:8]([C:12](=[O:14])[CH3:13])[C@@H:7]([CH3:15])[CH2:6][CH2:5]2.[B:20]1([B:20]2[O:24][C:23]([CH3:26])([CH3:25])[C:22]([CH3:28])([CH3:27])[O:21]2)[O:24][C:23]([CH3:26])([CH3:25])[C:22]([CH3:28])([CH3:27])[O:21]1.C([O-])(=O)C.[K+].ClCCl. The catalyst is O1CCOCC1.C1C=CC(P(C2C=CC=CC=2)[C-]2C=CC=C2)=CC=1.C1C=CC(P(C2C=CC=CC=2)[C-]2C=CC=C2)=CC=1.Cl[Pd]Cl.[Fe+2]. The product is [CH3:15][C@H:7]1[CH2:6][CH2:5][C:4]2[C:9](=[CH:10][CH:11]=[C:2]([B:20]3[O:24][C:23]([CH3:26])([CH3:25])[C:22]([CH3:28])([CH3:27])[O:21]3)[C:3]=2[O:16][CH2:17][CH2:18][CH3:19])[N:8]1[C:12](=[O:14])[CH3:13]. The yield is 0.760.